Dataset: Reaction yield outcomes from USPTO patents with 853,638 reactions. Task: Predict the reaction yield, written as a fraction of the theoretical maximum amount of product (1.0 means a 100% yield; for example, 0.34 means a 34% yield). The reactants are [CH3:1][O:2][C:3](=[O:13])[C:4]1[CH:9]=[CH:8][C:7]([NH2:10])=[CH:6][C:5]=1[O:11][CH3:12].[C:14](N1C=CN=C1)([N:16]1[CH:20]=[CH:19][N:18]=[CH:17]1)=[O:15]. The catalyst is CN(C)C=O. The product is [CH3:1][O:2][C:3](=[O:13])[C:4]1[CH:9]=[CH:8][C:7]([NH:10][C:14]([N:16]2[CH:20]=[CH:19][N:18]=[CH:17]2)=[O:15])=[CH:6][C:5]=1[O:11][CH3:12]. The yield is 0.928.